This data is from Peptide-MHC class I binding affinity with 185,985 pairs from IEDB/IMGT. The task is: Regression. Given a peptide amino acid sequence and an MHC pseudo amino acid sequence, predict their binding affinity value. This is MHC class I binding data. The MHC is HLA-A03:01 with pseudo-sequence HLA-A03:01. The binding affinity (normalized) is 0.610. The peptide sequence is HCQFCFLKK.